Dataset: Reaction yield outcomes from USPTO patents with 853,638 reactions. Task: Predict the reaction yield, written as a fraction of the theoretical maximum amount of product (1.0 means a 100% yield; for example, 0.34 means a 34% yield). The reactants are [CH3:1][C:2]1[CH:7]=[CH:6][C:5]([NH:8][C:9](=[O:18])[O:10][CH2:11][C:12]2[CH:17]=[CH:16][CH:15]=[CH:14][CH:13]=2)=[CH:4][C:3]=1[O:19][C:20]1[CH:25]=[CH:24][C:23]([N+:26]([O-])=O)=[CH:22][N:21]=1.CN1CCCC1=O.Cl. The catalyst is C(O)C.C(OCC)(=O)C.[OH-].[Na+]. The product is [NH2:26][C:23]1[CH:24]=[CH:25][C:20]([O:19][C:3]2[CH:4]=[C:5]([NH:8][C:9](=[O:18])[O:10][CH2:11][C:12]3[CH:13]=[CH:14][CH:15]=[CH:16][CH:17]=3)[CH:6]=[CH:7][C:2]=2[CH3:1])=[N:21][CH:22]=1. The yield is 0.820.